From a dataset of Reaction yield outcomes from USPTO patents with 853,638 reactions. Predict the reaction yield, written as a fraction of the theoretical maximum amount of product (1.0 means a 100% yield; for example, 0.34 means a 34% yield). (1) The reactants are F[P-](F)(F)(F)(F)F.N1(OC(N(C)C)=[N+](C)C)C2N=CC=CC=2N=N1.[C:25]([O:29][C:30]([NH:32][C:33]1([C:48]([OH:50])=O)[CH2:38][CH2:37][N:36]([C:39]2[C:40]3[CH:47]=[CH:46][NH:45][C:41]=3[N:42]=[CH:43][N:44]=2)[CH2:35][CH2:34]1)=[O:31])([CH3:28])([CH3:27])[CH3:26].C(N(C(C)C)C(C)C)C.[NH2:60][CH:61]([C:67]1[CH:72]=[CH:71][C:70]([Cl:73])=[CH:69][CH:68]=1)[CH2:62][NH:63][C:64](=[O:66])[CH3:65]. The catalyst is CN1C(=O)CCC1. The product is [C:64]([NH:63][CH2:62][CH:61]([NH:60][C:48]([C:33]1([NH:32][C:30](=[O:31])[O:29][C:25]([CH3:27])([CH3:26])[CH3:28])[CH2:34][CH2:35][N:36]([C:39]2[C:40]3[CH:47]=[CH:46][NH:45][C:41]=3[N:42]=[CH:43][N:44]=2)[CH2:37][CH2:38]1)=[O:50])[C:67]1[CH:68]=[CH:69][C:70]([Cl:73])=[CH:71][CH:72]=1)(=[O:66])[CH3:65]. The yield is 0.810. (2) The yield is 0.880. The reactants are [CH:1](=O)/[CH:2]=[CH:3]/[CH3:4].[C:6]1([S:12]([C:15]#[N:16])(=[O:14])=[O:13])[CH:11]=[CH:10][CH:9]=[CH:8][CH:7]=1.C1(C)C=CC=CC=1.P(OCCCC)(OCCCC)(OCCCC)=O. The catalyst is C(O)CCC. The product is [C:6]1([S:12]([C:15]2[CH:4]=[CH:3][CH:2]=[CH:1][N:16]=2)(=[O:13])=[O:14])[CH:7]=[CH:8][CH:9]=[CH:10][CH:11]=1. (3) The reactants are Cl[C:2]1[N:3]=[N:4][C:5](Cl)=[CH:6][C:7]=1[N:8]1[CH:12]=[C:11]([C:13]2[C:21]3[C:16](=[CH:17][C:18]([F:22])=[CH:19][CH:20]=3)[N:15]([S:23]([C:26]3[CH:31]=[CH:30][CH:29]=[CH:28][CH:27]=3)(=[O:25])=[O:24])[CH:14]=2)[CH:10]=[N:9]1. The catalyst is CO.[Pd]. The product is [F:22][C:18]1[CH:17]=[C:16]2[C:21]([C:13]([C:11]3[CH:10]=[N:9][N:8]([C:7]4[CH:6]=[CH:5][N:4]=[N:3][CH:2]=4)[CH:12]=3)=[CH:14][N:15]2[S:23]([C:26]2[CH:27]=[CH:28][CH:29]=[CH:30][CH:31]=2)(=[O:24])=[O:25])=[CH:20][CH:19]=1. The yield is 0.640. (4) The reactants are [CH:1]([NH:4][C:5]1[C:10]([C:11](Cl)=[O:12])=[CH:9][N:8]=[C:7]([S:14][CH3:15])[N:6]=1)([CH3:3])[CH3:2].[CH2:16]([NH2:19])[CH:17]=[CH2:18]. The catalyst is O1CCCC1.C(OCC)(=O)C. The product is [CH2:16]([NH:19][C:11]([C:10]1[C:5]([NH:4][CH:1]([CH3:3])[CH3:2])=[N:6][C:7]([S:14][CH3:15])=[N:8][CH:9]=1)=[O:12])[CH:17]=[CH2:18]. The yield is 0.510. (5) The reactants are [OH:1][C:2]1[CH:3]=[CH:4][C:5]2[C:6]3[N:7]([CH2:23][CH2:24][N:25]=3)[C:8]([NH:14][C:15]([C:17]3[CH:18]=[N:19][CH:20]=N[CH:22]=3)=[O:16])=[N:9][C:10]=2[C:11]=1[O:12][CH3:13].[C:26](=O)([O-])[O-].[Cs+].[Cs+].[I-].[Na+].Br[CH2:35][CH2:36][CH2:37][NH:38][C:39](=[O:45])[O:40][C:41]([CH3:44])([CH3:43])[CH3:42]. The catalyst is CN(C)C=O.O. The product is [C:41]([O:40][C:39](=[O:45])[NH:38][CH2:37][CH2:36][CH2:35][O:1][C:2]1[CH:3]=[CH:4][C:5]2[C:6]3[N:7]([CH2:23][CH2:24][N:25]=3)[C:8]([NH:14][C:15]([C:17]3[CH:18]=[N:19][CH:20]=[CH:26][CH:22]=3)=[O:16])=[N:9][C:10]=2[C:11]=1[O:12][CH3:13])([CH3:44])([CH3:43])[CH3:42]. The yield is 0.510. (6) The reactants are [NH2:1][CH2:2][CH2:3][O:4][CH2:5][CH2:6][NH:7][C:8](=[O:14])[O:9][C:10]([CH3:13])([CH3:12])[CH3:11].[C:15](O)(=[O:22])[C:16]1[CH:21]=[CH:20][CH:19]=[N:18][CH:17]=1.CCN=C=NCCCN(C)C. The catalyst is CC#N.CCOC(C)=O. The product is [C:15]([NH:1][CH2:2][CH2:3][O:4][CH2:5][CH2:6][NH:7][C:8](=[O:14])[O:9][C:10]([CH3:11])([CH3:13])[CH3:12])(=[O:22])[C:16]1[CH:21]=[CH:20][CH:19]=[N:18][CH:17]=1. The yield is 0.440. (7) The reactants are [CH:1]1([NH:4][C:5]2[N:10]3[N:11]=[CH:12][C:13]([CH:14]=O)=[C:9]3[N:8]=[C:7]([NH:16][C:17]3[CH:24]=[CH:23][C:20]([C:21]#[N:22])=[CH:19][CH:18]=3)[CH:6]=2)[CH2:3][CH2:2]1.[NH:25]1[CH2:31][C:29](=[O:30])[NH:28][C:26]1=[O:27].N1CCCCC1. The yield is 0.800. The catalyst is CCO. The product is [CH:1]1([NH:4][C:5]2[N:10]3[N:11]=[CH:12][C:13](/[CH:14]=[C:31]4\[NH:25][C:26](=[O:27])[NH:28][C:29]\4=[O:30])=[C:9]3[N:8]=[C:7]([NH:16][C:17]3[CH:18]=[CH:19][C:20]([C:21]#[N:22])=[CH:23][CH:24]=3)[CH:6]=2)[CH2:2][CH2:3]1. (8) The reactants are C(O[N:5]=[C:6]([C:8]1[CH:13]=[C:12]([CH3:14])[C:11]([Br:15])=[CH:10][C:9]=1[OH:16])[CH3:7])(=O)C.CC(=O)OCC. The catalyst is C(Cl)Cl.CCCCCC. The product is [Br:15][C:11]1[C:12]([CH3:14])=[CH:13][C:8]2[C:6]([CH3:7])=[N:5][O:16][C:9]=2[CH:10]=1. The yield is 0.233. (9) The reactants are [NH2:1][CH:2]1[CH2:7][CH2:6][N:5]([CH2:8][CH2:9][N:10]2[C:15]3[CH:16]=[C:17]([Cl:20])[CH:18]=[CH:19][C:14]=3[O:13][CH2:12][C:11]2=[O:21])[CH2:4][CH2:3]1.[O:22]=[C:23]1[CH2:28][O:27][C:26]2[CH:29]=[CH:30][C:31]([CH:33]=O)=[N:32][C:25]=2[NH:24]1.C([BH3-])#N.[Na+]. No catalyst specified. The product is [Cl:20][C:17]1[CH:18]=[CH:19][C:14]2[O:13][CH2:12][C:11](=[O:21])[N:10]([CH2:9][CH2:8][N:5]3[CH2:4][CH2:3][CH:2]([NH:1][CH2:33][C:31]4[CH:30]=[CH:29][C:26]5[O:27][CH2:28][C:23](=[O:22])[NH:24][C:25]=5[N:32]=4)[CH2:7][CH2:6]3)[C:15]=2[CH:16]=1. The yield is 0.210.